This data is from Full USPTO retrosynthesis dataset with 1.9M reactions from patents (1976-2016). The task is: Predict the reactants needed to synthesize the given product. (1) Given the product [CH3:1][O:12][C:11](=[O:13])[C@@H:6]([NH2:5])[CH2:7][CH2:8][S:9][CH3:10], predict the reactants needed to synthesize it. The reactants are: [C:1](Cl)(=O)C.[NH2:5][C@H:6]([C:11]([OH:13])=[O:12])[CH2:7][CH2:8][S:9][CH3:10]. (2) The reactants are: [CH2:1]([NH:8][C:9](=[O:18])[C:10]1[CH:15]=[C:14](Br)[C:13]([F:17])=[N:12][CH:11]=1)[C:2]1[CH:7]=[CH:6][CH:5]=[CH:4][CH:3]=1.[B:19]1([B:19]2[O:23][C:22]([CH3:25])([CH3:24])[C:21]([CH3:27])([CH3:26])[O:20]2)[O:23][C:22]([CH3:25])([CH3:24])[C:21]([CH3:27])([CH3:26])[O:20]1.CC([O-])=O.[K+]. Given the product [CH2:1]([NH:8][C:9](=[O:18])[C:10]1[CH:15]=[C:14]([B:19]2[O:23][C:22]([CH3:25])([CH3:24])[C:21]([CH3:27])([CH3:26])[O:20]2)[C:13]([F:17])=[N:12][CH:11]=1)[C:2]1[CH:7]=[CH:6][CH:5]=[CH:4][CH:3]=1, predict the reactants needed to synthesize it. (3) Given the product [Cl:25][C:21]1[CH:22]=[CH:23][N:24]=[C:17]([N:6]2[C:7](=[O:15])[C:8]3[N:3]([C:2]4[C@@H:1]5[CH2:14][C@H:11]([C:10]=4[CH:9]=3)[CH2:12][CH2:13]5)[CH2:4][CH2:5]2)[C:18]=1[CH:19]=[O:20], predict the reactants needed to synthesize it. The reactants are: [CH:1]12[CH2:14][CH:11]([CH2:12][CH2:13]1)[C:10]1[CH:9]=[C:8]3[N:3]([CH2:4][CH2:5][NH:6][C:7]3=[O:15])[C:2]2=1.Br[C:17]1[N:24]=[CH:23][CH:22]=[C:21]([Cl:25])[C:18]=1[CH:19]=[O:20].C([O-])(=O)C.[K+].CC1(C)C2C(=C(P(C3C=CC=CC=3)C3C=CC=CC=3)C=CC=2)OC2C(P(C3C=CC=CC=3)C3C=CC=CC=3)=CC=CC1=2. (4) Given the product [CH2:20]([CH:21]1[C:2]2[S:1][CH:5]=[CH:4][C:3]=2[C:6](=[O:8])[O:7]1)[CH3:19], predict the reactants needed to synthesize it. The reactants are: [S:1]1[CH:5]=[CH:4][C:3]([C:6]([OH:8])=[O:7])=[CH:2]1.C[Si]([N-][Si](C)(C)C)(C)C.[Li+].[CH:19](=O)[CH2:20][CH3:21].Cl.C1(C)C=CC(S(Cl)(=O)=O)=CC=1.C([O-])(O)=O.[Na+]. (5) The reactants are: Cl[S:2]([N:5]=[C:6]=[O:7])(=[O:4])=[O:3].[CH3:8][C:9]([OH:12])([CH3:11])[CH3:10].[C:13]([O:17][C:18]([N:20]([CH2:50][CH2:51][O:52][CH2:53][CH2:54][NH:55][CH3:56])[C@@H:21]1[CH2:28][N:27]2[C:29]3[CH:30]=[C:31]([C:42]([O:44][CH3:45])=[O:43])[CH:32]=[CH:33][C:34]=3[C:35]([CH:36]3[CH2:41][CH2:40][CH2:39][CH2:38][CH2:37]3)=[C:26]2[C:25]2[CH:46]=[CH:47][CH:48]=[CH:49][C:24]=2[O:23][CH2:22]1)=[O:19])([CH3:16])([CH3:15])[CH3:14].CCN(CC)CC. Given the product [C:13]([O:17][C:18]([N:20]([CH2:50][CH2:51][O:52][CH2:53][CH2:54][N:55]([S:2]([NH:5][C:6]([O:12][C:9]([CH3:11])([CH3:10])[CH3:8])=[O:7])(=[O:4])=[O:3])[CH3:56])[C@@H:21]1[CH2:28][N:27]2[C:29]3[CH:30]=[C:31]([C:42]([O:44][CH3:45])=[O:43])[CH:32]=[CH:33][C:34]=3[C:35]([CH:36]3[CH2:41][CH2:40][CH2:39][CH2:38][CH2:37]3)=[C:26]2[C:25]2[CH:46]=[CH:47][CH:48]=[CH:49][C:24]=2[O:23][CH2:22]1)=[O:19])([CH3:14])([CH3:15])[CH3:16], predict the reactants needed to synthesize it. (6) Given the product [NH2:3][O:12][C@@H:13]1[CH2:17][CH2:16][N:15]([C:18]([O:20][C:21]([CH3:24])([CH3:23])[CH3:22])=[O:19])[CH2:14]1, predict the reactants needed to synthesize it. The reactants are: O=C1C2C(=CC=CC=2)C(=O)[N:3]1[O:12][C@@H:13]1[CH2:17][CH2:16][N:15]([C:18]([O:20][C:21]([CH3:24])([CH3:23])[CH3:22])=[O:19])[CH2:14]1.O[C@@H]1CCN(C(OC(C)(C)C)=O)C1.NN. (7) Given the product [CH:12]1([CH2:11][O:10][C:5]2[CH:4]=[CH:3][C:2]([B:15]3[O:19][C:18]([CH3:21])([CH3:20])[C:17]([CH3:23])([CH3:22])[O:16]3)=[CH:9][C:6]=2[C:7]#[N:8])[CH2:14][CH2:13]1, predict the reactants needed to synthesize it. The reactants are: Br[C:2]1[CH:3]=[CH:4][C:5]([O:10][CH2:11][CH:12]2[CH2:14][CH2:13]2)=[C:6]([CH:9]=1)[C:7]#[N:8].[B:15]1([B:15]2[O:19][C:18]([CH3:21])([CH3:20])[C:17]([CH3:23])([CH3:22])[O:16]2)[O:19][C:18]([CH3:21])([CH3:20])[C:17]([CH3:23])([CH3:22])[O:16]1.C([O-])(=O)C.[K+].